From a dataset of Reaction yield outcomes from USPTO patents with 853,638 reactions. Predict the reaction yield, written as a fraction of the theoretical maximum amount of product (1.0 means a 100% yield; for example, 0.34 means a 34% yield). The reactants are [Br:1][C:2]1[CH:7]=[CH:6][C:5]([CH:8]2[C:13]3[N:14]=[C:15]([Cl:19])[N:16]=[C:17](Cl)[C:12]=3[CH2:11][O:10][CH2:9]2)=[CH:4][CH:3]=1.Cl.[CH3:21][NH2:22]. No catalyst specified. The product is [Br:1][C:2]1[CH:7]=[CH:6][C:5]([CH:8]2[C:13]3[N:14]=[C:15]([Cl:19])[N:16]=[C:17]([NH:22][CH3:21])[C:12]=3[CH2:11][O:10][CH2:9]2)=[CH:4][CH:3]=1. The yield is 0.426.